This data is from Catalyst prediction with 721,799 reactions and 888 catalyst types from USPTO. The task is: Predict which catalyst facilitates the given reaction. (1) The catalyst class is: 12. Reactant: Br[C:2]1[CH:10]=[C:9]2[C:5]([CH:6]=[N:7][N:8]2[CH3:11])=[CH:4][C:3]=1[CH3:12].[B:13]1([B:13]2[O:17][C:16]([CH3:19])([CH3:18])[C:15]([CH3:21])([CH3:20])[O:14]2)[O:17][C:16]([CH3:19])([CH3:18])[C:15]([CH3:21])([CH3:20])[O:14]1.C([O-])(=O)C.[K+].CC(=O)OCC.[Cl-].[Na+].O. Product: [CH3:11][N:8]1[C:9]2[C:5](=[CH:4][C:3]([CH3:12])=[C:2]([B:13]3[O:17][C:16]([CH3:19])([CH3:18])[C:15]([CH3:21])([CH3:20])[O:14]3)[CH:10]=2)[CH:6]=[N:7]1. (2) Reactant: [C:1]([N:8]1[CH:12]=[CH:11][N:10]=[CH:9]1)(N1C=CN=C1)=[O:2].[Cl:13][C:14]1[CH:19]=[CH:18][CH:17]=[C:16]([F:20])[C:15]=1[CH:21]1[C:26](C(O)=O)=[C:25]([CH3:30])[NH:24][C:23]([CH3:31])=[C:22]1[C:32]([O:34][CH:35]1[CH2:39][CH2:38][CH2:37][CH2:36]1)=[O:33].C1(C)C=CC=CC=1.C(OCC)(=O)C. Product: [Cl:13][C:14]1[CH:19]=[CH:18][CH:17]=[C:16]([F:20])[C:15]=1[CH:21]1[C:26]([C:1]([N:8]2[CH:12]=[CH:11][N:10]=[CH:9]2)=[O:2])=[C:25]([CH3:30])[NH:24][C:23]([CH3:31])=[C:22]1[C:32]([O:34][CH:35]1[CH2:39][CH2:38][CH2:37][CH2:36]1)=[O:33]. The catalyst class is: 7. (3) Reactant: COC1C=CC(C[N:8]2[CH:12]=[C:11]([C:13]3[CH:18]=[CH:17][N:16]=[C:15]([NH:19][CH3:20])[CH:14]=3)[C:10]([C:21]3[CH:22]=[C:23]([NH:27][C:28]([NH:30][C:31]4[CH:36]=[CH:35][C:34]([C:37]([F:40])([F:39])[F:38])=[CH:33][CH:32]=4)=[O:29])[CH:24]=[CH:25][CH:26]=3)=[N:9]2)=CC=1.FC(F)(F)C(O)=O. Product: [CH3:20][NH:19][C:15]1[CH:14]=[C:13]([C:11]2[C:10]([C:21]3[CH:22]=[C:23]([NH:27][C:28]([NH:30][C:31]4[CH:36]=[CH:35][C:34]([C:37]([F:40])([F:38])[F:39])=[CH:33][CH:32]=4)=[O:29])[CH:24]=[CH:25][CH:26]=3)=[N:9][NH:8][CH:12]=2)[CH:18]=[CH:17][N:16]=1. The catalyst class is: 27. (4) Reactant: C(Cl)(=O)C(Cl)=O.[O:7]=[C:8]([C:12]1[S:13][CH:14]=[CH:15][CH:16]=1)[C:9]([OH:11])=[O:10].O[C:18]12[CH2:25][CH2:24][N:21]([CH2:22][CH2:23]1)[CH2:20][CH2:19]2.C(N(CC)CC)C. Product: [N:21]12[CH2:24][CH2:25][C:18]([O:10][C:9](=[O:11])[C:8](=[O:7])[C:12]3[S:13][CH:14]=[CH:15][CH:16]=3)([CH2:23][CH2:22]1)[CH2:19][CH2:20]2. The catalyst class is: 695. (5) Reactant: [F:1][C:2]1[CH:7]=[CH:6][C:5]([CH:8]([C:17]2[C:22]([N+:23]([O-:25])=O)=[CH:21][CH:20]=[CH:19][N:18]=2)[C:9]([C:11]2[CH:16]=[CH:15][N:14]=[CH:13][CH:12]=2)=O)=[CH:4][CH:3]=1. Product: [F:1][C:2]1[CH:7]=[CH:6][C:5]([C:8]2[C:17]3=[N:18][CH:19]=[CH:20][CH:21]=[C:22]3[N:23]([OH:25])[C:9]=2[C:11]2[CH:16]=[CH:15][N:14]=[CH:13][CH:12]=2)=[CH:4][CH:3]=1. The catalyst class is: 29. (6) Reactant: [CH3:1][P:2](=[O:7])([O:5][CH3:6])[O:3][CH3:4].[Li]CCCC.[CH3:13][CH:14]([CH3:22])[CH2:15][CH2:16][CH2:17][C:18](OC)=[O:19].CC(C)CCCC(O)=O.S(=O)(=O)(O)O. Product: [CH3:13][CH:14]([CH3:22])[CH2:15][CH2:16][CH2:17][C:18](=[O:19])[CH2:1][P:2](=[O:7])([O:5][CH3:6])[O:3][CH3:4]. The catalyst class is: 36. (7) Reactant: [CH3:1][S:2]([NH:5][C:6]1[CH:7]=[N:8][CH:9]=[CH:10][C:11]=1[C:12]1[CH:13]=[C:14]([CH:27]=[CH:28][CH:29]=1)[C:15]([NH:17][C:18]([C:21]1[CH:26]=[CH:25][CH:24]=[CH:23][CH:22]=1)([CH3:20])[CH3:19])=[O:16])(=[O:4])=[O:3].C(=O)([O-])[O-].[K+].[K+].Br[CH2:37][CH2:38][O:39][Si:40]([C:43]([CH3:46])([CH3:45])[CH3:44])([CH3:42])[CH3:41]. Product: [Si:40]([O:39][CH2:38][CH2:37][N:5]([C:6]1[CH:7]=[N:8][CH:9]=[CH:10][C:11]=1[C:12]1[CH:13]=[C:14]([CH:27]=[CH:28][CH:29]=1)[C:15]([NH:17][C:18]([C:21]1[CH:22]=[CH:23][CH:24]=[CH:25][CH:26]=1)([CH3:20])[CH3:19])=[O:16])[S:2]([CH3:1])(=[O:3])=[O:4])([C:43]([CH3:46])([CH3:45])[CH3:44])([CH3:42])[CH3:41]. The catalyst class is: 3.